Dataset: Full USPTO retrosynthesis dataset with 1.9M reactions from patents (1976-2016). Task: Predict the reactants needed to synthesize the given product. (1) Given the product [CH2:1]([N:8]1[CH2:13][CH2:12][CH2:11][CH:10]([O:14][C:15]2[CH:16]=[C:17]3[C:18](=[CH:19][CH:20]=2)[NH:21][N:36]=[C:22]3[S:23]([C:26]2[C:35]3[C:30](=[CH:31][CH:32]=[CH:33][CH:34]=3)[CH:29]=[CH:28][CH:27]=2)(=[O:25])=[O:24])[CH2:9]1)[C:2]1[CH:3]=[CH:4][CH:5]=[CH:6][CH:7]=1, predict the reactants needed to synthesize it. The reactants are: [CH2:1]([N:8]1[CH2:13][CH2:12][CH2:11][CH:10]([O:14][C:15]2[CH:20]=[CH:19][C:18]([NH2:21])=[C:17]([CH2:22][S:23]([C:26]3[C:35]4[C:30](=[CH:31][CH:32]=[CH:33][CH:34]=4)[CH:29]=[CH:28][CH:27]=3)(=[O:25])=[O:24])[CH:16]=2)[CH2:9]1)[C:2]1[CH:7]=[CH:6][CH:5]=[CH:4][CH:3]=1.[N:36]([O-])=O.[Na+].C(=O)(O)[O-].[Na+]. (2) Given the product [Br:20][C:21]1[CH:26]=[CH:25][C:24]([CH3:27])=[CH:23][C:22]=1[CH2:28][Br:30], predict the reactants needed to synthesize it. The reactants are: C1(P(C2C=CC=CC=2)C2C=CC=CC=2)C=CC=CC=1.[Br:20][C:21]1[CH:26]=[CH:25][C:24]([CH3:27])=[CH:23][C:22]=1[CH2:28]O.[Br:30]C(Br)(Br)C(C(Br)(Br)Br)=O. (3) The reactants are: [F:1][C:2]1[CH:3]=[N:4][CH:5]=[CH:6][C:7]=1[C:8]1[N:9]=[C:10]([NH2:21])[C:11]([NH2:20])=[N:12][C:13]=1[C:14]1[CH:15]=[N:16][CH:17]=[CH:18][CH:19]=1.[F:22][C:23]1[CH:31]=[CH:30][C:26]([C:27](Cl)=O)=[CH:25][CH:24]=1.O. Given the product [F:22][C:23]1[CH:31]=[CH:30][C:26]([C:27]2[NH:20][C:11]3=[N:12][C:13]([C:14]4[CH:15]=[N:16][CH:17]=[CH:18][CH:19]=4)=[C:8]([C:7]4[CH:6]=[CH:5][N:4]=[CH:3][C:2]=4[F:1])[N:9]=[C:10]3[N:21]=2)=[CH:25][CH:24]=1, predict the reactants needed to synthesize it. (4) Given the product [C:1]([OH:20])(=[O:19])[CH2:2][CH2:3][CH2:4][CH2:5][CH2:6][CH2:7][CH2:8]/[CH:9]=[CH:10]\[CH2:11][CH2:12][CH2:13][CH2:14][CH2:15][CH2:16][CH2:17][CH3:18], predict the reactants needed to synthesize it. The reactants are: [C:1]([O:20]C)(=[O:19])[CH2:2][CH2:3][CH2:4][CH2:5][CH2:6][CH2:7][CH2:8]/[CH:9]=[CH:10]\[CH2:11][CH2:12][CH2:13][CH2:14][CH2:15][CH2:16][CH2:17][CH3:18].C(O)=O.OO. (5) Given the product [CH3:1][C:2]1[CH:7]=[CH:6][C:5]([S:8]([O:11][CH2:12][CH:13]2[CH2:17][C:16]3[CH:18]=[C:19]([F:23])[CH:20]=[C:21]([C:26]4[CH:27]=[CH:28][CH:29]=[CH:30][C:25]=4[F:24])[C:15]=3[O:14]2)(=[O:10])=[O:9])=[CH:4][CH:3]=1, predict the reactants needed to synthesize it. The reactants are: [CH3:1][C:2]1[CH:7]=[CH:6][C:5]([S:8]([O:11][CH2:12][CH:13]2[CH2:17][C:16]3[CH:18]=[C:19]([F:23])[CH:20]=[C:21](Br)[C:15]=3[O:14]2)(=[O:10])=[O:9])=[CH:4][CH:3]=1.[F:24][C:25]1[CH:30]=[CH:29][CH:28]=[CH:27][C:26]=1B(O)O.C(=O)([O-])[O-].[K+].[K+].CC1C=CC(S(OCC2CC3C(C4C=CC=CC=4)=CC=CC=3O2)(=O)=O)=CC=1. (6) Given the product [CH2:18]([O:17][C:15]([C:14]1[CH:20]=[N:1][C:2]2[C:3]([C:13]=1[OH:12])=[N:4][C:5]([O:8][CH3:9])=[CH:6][CH:7]=2)=[O:16])[CH3:19], predict the reactants needed to synthesize it. The reactants are: [NH2:1][C:2]1[CH:3]=[N:4][C:5]([O:8][CH3:9])=[CH:6][CH:7]=1.CC[O:12][CH:13]=[C:14]([C:20](OCC)=O)[C:15]([O:17][CH2:18][CH3:19])=[O:16].CCCCC.